Task: Binary Classification. Given a miRNA mature sequence and a target amino acid sequence, predict their likelihood of interaction.. Dataset: Experimentally validated miRNA-target interactions with 360,000+ pairs, plus equal number of negative samples (1) The miRNA is hsa-miR-17-5p with sequence CAAAGUGCUUACAGUGCAGGUAG. The protein sequence of the target gene is MAKRRAAEPVTFHVPWKRLLLCDFAEQPPPPPLWIRPPGVAHAGQLLGVPEQHRKRKIDAGTMAEPSASPSKRRDSGDNSAPSGQEREDHGLETGDPPLPPPPVLPGPGEELPGARLPGGGGDDGAGRAGPPRGDWGVASRQHNEEFWQYNTFQYWRNPLPPIDLADIEDLSEDTLTEATLQGRNEGAEVDMES. Result: 1 (interaction). (2) The miRNA is mmu-miR-574-3p with sequence CACGCUCAUGCACACACCCACA. The protein sequence of the target gene is MDLSAIYESLQSMSHDLSSDHGGTESLGGLWNINSDSIPSGVTSRLTGRSTSLVEGRSCGWVPPPPGFAPLAPRPGPELSPSPTSPTATPTTSSRYKTELCRTYSESGRCRYGAKCQFAHGLGELRQANRHPKYKTELCHKFYLQGRCPYGSRCHFIHNPTEDLALPGQPHVLRQSISFSGLPSGRRSSPPPPGFSGPSLSSCSFSPSSSPPPPGDLPLSPSAFSAAPGTPVTRRDPNQACCPSCRRSTTPSTIWGPLGGLARSPSAHSLGSDPDDYASSGSSLGGSDSPVFEAGVFGPP.... Result: 0 (no interaction). (3) The miRNA is hsa-miR-490-3p with sequence CAACCUGGAGGACUCCAUGCUG. The protein sequence of the target gene is MLQSIIKNIWIPMKPYYTKVYQEIWIGMGLMGFIVYKIRAADKRSKALKASAPAPGHH. Result: 1 (interaction).